This data is from Catalyst prediction with 721,799 reactions and 888 catalyst types from USPTO. The task is: Predict which catalyst facilitates the given reaction. Reactant: [CH3:1][C:2]1[O:3][C:4]2[C:10]([N+:11]([O-])=O)=[CH:9][CH:8]=[CH:7][C:5]=2[N:6]=1.[H][H]. Product: [CH3:1][C:2]1[O:3][C:4]2[C:10]([NH2:11])=[CH:9][CH:8]=[CH:7][C:5]=2[N:6]=1. The catalyst class is: 19.